Dataset: NCI-60 drug combinations with 297,098 pairs across 59 cell lines. Task: Regression. Given two drug SMILES strings and cell line genomic features, predict the synergy score measuring deviation from expected non-interaction effect. (1) Drug 1: C1CCC(C1)C(CC#N)N2C=C(C=N2)C3=C4C=CNC4=NC=N3. Drug 2: C1C(C(OC1N2C=NC3=C(N=C(N=C32)Cl)N)CO)O. Cell line: SK-OV-3. Synergy scores: CSS=-0.375, Synergy_ZIP=-0.811, Synergy_Bliss=-2.94, Synergy_Loewe=-3.29, Synergy_HSA=-3.77. (2) Drug 1: C1=NC2=C(N=C(N=C2N1C3C(C(C(O3)CO)O)O)F)N. Drug 2: CCC1(C2=C(COC1=O)C(=O)N3CC4=CC5=C(C=CC(=C5CN(C)C)O)N=C4C3=C2)O.Cl. Cell line: NCI-H460. Synergy scores: CSS=60.7, Synergy_ZIP=-3.06, Synergy_Bliss=-5.56, Synergy_Loewe=-48.6, Synergy_HSA=-4.58. (3) Drug 1: C(=O)(N)NO. Drug 2: CC(C)(C#N)C1=CC(=CC(=C1)CN2C=NC=N2)C(C)(C)C#N. Cell line: SW-620. Synergy scores: CSS=-5.62, Synergy_ZIP=5.85, Synergy_Bliss=7.09, Synergy_Loewe=-4.76, Synergy_HSA=-1.25. (4) Drug 1: CCC1(CC2CC(C3=C(CCN(C2)C1)C4=CC=CC=C4N3)(C5=C(C=C6C(=C5)C78CCN9C7C(C=CC9)(C(C(C8N6C=O)(C(=O)OC)O)OC(=O)C)CC)OC)C(=O)OC)O.OS(=O)(=O)O. Drug 2: CCCCC(=O)OCC(=O)C1(CC(C2=C(C1)C(=C3C(=C2O)C(=O)C4=C(C3=O)C=CC=C4OC)O)OC5CC(C(C(O5)C)O)NC(=O)C(F)(F)F)O. Cell line: KM12. Synergy scores: CSS=46.7, Synergy_ZIP=-3.05, Synergy_Bliss=-6.28, Synergy_Loewe=-17.1, Synergy_HSA=-6.84. (5) Drug 1: CCC1(CC2CC(C3=C(CCN(C2)C1)C4=CC=CC=C4N3)(C5=C(C=C6C(=C5)C78CCN9C7C(C=CC9)(C(C(C8N6C=O)(C(=O)OC)O)OC(=O)C)CC)OC)C(=O)OC)O.OS(=O)(=O)O. Drug 2: CC(C)CN1C=NC2=C1C3=CC=CC=C3N=C2N. Cell line: NCIH23. Synergy scores: CSS=-0.887, Synergy_ZIP=0.664, Synergy_Bliss=-0.0344, Synergy_Loewe=-4.02, Synergy_HSA=-2.15. (6) Drug 1: CC1=C2C(C(=O)C3(C(CC4C(C3C(C(C2(C)C)(CC1OC(=O)C(C(C5=CC=CC=C5)NC(=O)OC(C)(C)C)O)O)OC(=O)C6=CC=CC=C6)(CO4)OC(=O)C)O)C)O. Drug 2: C1CC(=O)NC(=O)C1N2C(=O)C3=CC=CC=C3C2=O. Cell line: DU-145. Synergy scores: CSS=8.16, Synergy_ZIP=-0.984, Synergy_Bliss=-1.85, Synergy_Loewe=-16.0, Synergy_HSA=-5.30. (7) Drug 1: CN1C(=O)N2C=NC(=C2N=N1)C(=O)N. Drug 2: CC1C(C(CC(O1)OC2CC(CC3=C2C(=C4C(=C3O)C(=O)C5=CC=CC=C5C4=O)O)(C(=O)C)O)N)O. Cell line: SK-MEL-28. Synergy scores: CSS=43.8, Synergy_ZIP=-4.78, Synergy_Bliss=-7.52, Synergy_Loewe=-41.1, Synergy_HSA=-5.37. (8) Drug 1: CCC1=CC2CC(C3=C(CN(C2)C1)C4=CC=CC=C4N3)(C5=C(C=C6C(=C5)C78CCN9C7C(C=CC9)(C(C(C8N6C)(C(=O)OC)O)OC(=O)C)CC)OC)C(=O)OC.C(C(C(=O)O)O)(C(=O)O)O. Drug 2: C1=CC(=CC=C1CCCC(=O)O)N(CCCl)CCCl. Cell line: RXF 393. Synergy scores: CSS=32.3, Synergy_ZIP=-0.538, Synergy_Bliss=-1.18, Synergy_Loewe=-7.02, Synergy_HSA=2.30. (9) Drug 1: C1CC(C1)(C(=O)O)C(=O)O.[NH2-].[NH2-].[Pt+2]. Drug 2: CC(C)(C#N)C1=CC(=CC(=C1)CN2C=NC=N2)C(C)(C)C#N. Cell line: K-562. Synergy scores: CSS=17.3, Synergy_ZIP=7.34, Synergy_Bliss=9.87, Synergy_Loewe=6.42, Synergy_HSA=3.52.